This data is from Forward reaction prediction with 1.9M reactions from USPTO patents (1976-2016). The task is: Predict the product of the given reaction. (1) Given the reactants [H-].[Al+3].[Li+].[H-].[H-].[H-].[Cl:7][C:8]1[CH:13]=[CH:12][C:11]([C:14]2([CH:18]3[C:30]4[N:29]([CH2:31][C:32]#[N:33])[C:28]5[C:23](=[CH:24][CH:25]=[CH:26][CH:27]=5)[C:22]=4[CH2:21][CH2:20][N:19]3[C:34]([O:36][C:37]([CH3:40])([CH3:39])[CH3:38])=[O:35])[CH2:17][CH2:16][CH2:15]2)=[CH:10][CH:9]=1.[OH-].[Na+], predict the reaction product. The product is: [NH2:33][CH2:32][CH2:31][N:29]1[C:30]2[CH:18]([C:14]3([C:11]4[CH:10]=[CH:9][C:8]([Cl:7])=[CH:13][CH:12]=4)[CH2:15][CH2:16][CH2:17]3)[N:19]([C:34]([O:36][C:37]([CH3:40])([CH3:39])[CH3:38])=[O:35])[CH2:20][CH2:21][C:22]=2[C:23]2[C:28]1=[CH:27][CH:26]=[CH:25][CH:24]=2. (2) Given the reactants [C:1]([C:3]1[C:4](=[O:14])[O:5][C:6]2[C:11]([CH:12]=1)=[CH:10][CH:9]=[C:8]([F:13])[CH:7]=2)#[CH:2].[Cl:15][C:16]1[C:21](I)=[C:20]([CH3:23])[N:19]=[C:18]([CH3:24])[N:17]=1.C(N(CC)CC)C, predict the reaction product. The product is: [Cl:15][C:16]1[C:21]([C:2]#[C:1][C:3]2[C:4](=[O:14])[O:5][C:6]3[C:11]([CH:12]=2)=[CH:10][CH:9]=[C:8]([F:13])[CH:7]=3)=[C:20]([CH3:23])[N:19]=[C:18]([CH3:24])[N:17]=1. (3) Given the reactants [Cl:1][C:2]1[CH:42]=[CH:41][C:5]([C:6]([NH:8][C:9]2[C:10]([NH:24][C:25]([O:27][CH:28]([CH:35]3[CH2:40][CH2:39][NH:38][CH2:37][CH2:36]3)[C:29]3[CH:34]=[CH:33][N:32]=[CH:31][CH:30]=3)=[O:26])=[CH:11][C:12]([NH:15]NC(OC(C)(C)C)=O)=[CH:13][CH:14]=2)=[O:7])=[CH:4][CH:3]=1, predict the reaction product. The product is: [Cl:1][C:2]1[CH:3]=[CH:4][C:5]([C:6]([NH:8][C:9]2[C:10]([NH:24][C:25]([O:27][CH:28]([CH:35]3[CH2:40][CH2:39][NH:38][CH2:37][CH2:36]3)[C:29]3[CH:30]=[CH:31][N:32]=[CH:33][CH:34]=3)=[O:26])=[CH:11][C:12]([NH2:15])=[CH:13][CH:14]=2)=[O:7])=[CH:41][CH:42]=1. (4) Given the reactants [Br:1][C:2]1[CH:10]=[CH:9][C:5]([C:6](O)=[O:7])=[CH:4][C:3]=1[O:11][CH3:12].[CH3:13][NH:14][CH3:15], predict the reaction product. The product is: [Br:1][C:2]1[CH:10]=[CH:9][C:5]([C:6]([N:14]([CH3:15])[CH3:13])=[O:7])=[CH:4][C:3]=1[O:11][CH3:12]. (5) Given the reactants [C:1]1([CH2:7][CH2:8][CH2:9][CH:10]([NH:20][C:21]([CH:23]2[CH2:28][CH2:27][CH2:26][CH2:25][NH:24]2)=[O:22])[CH2:11][CH2:12][CH2:13][C:14]2[CH:19]=[CH:18][CH:17]=[CH:16][CH:15]=2)[CH:6]=[CH:5][CH:4]=[CH:3][CH:2]=1.[C:29]([O:33][C:34]([N:36]1[CH2:41][CH2:40][CH:39]([C:42](O)=[O:43])[CH2:38][CH2:37]1)=[O:35])([CH3:32])([CH3:31])[CH3:30].C(N(CC)C(C)C)(C)C.C1CN([P+](ON2N=NC3C=CC=CC2=3)(N2CCCC2)N2CCCC2)CC1.F[P-](F)(F)(F)(F)F, predict the reaction product. The product is: [C:1]1([CH2:7][CH2:8][CH2:9][CH:10]([NH:20][C:21]([CH:23]2[CH2:28][CH2:27][CH2:26][CH2:25][N:24]2[C:42]([CH:39]2[CH2:40][CH2:41][N:36]([C:34]([O:33][C:29]([CH3:32])([CH3:31])[CH3:30])=[O:35])[CH2:37][CH2:38]2)=[O:43])=[O:22])[CH2:11][CH2:12][CH2:13][C:14]2[CH:19]=[CH:18][CH:17]=[CH:16][CH:15]=2)[CH:2]=[CH:3][CH:4]=[CH:5][CH:6]=1. (6) Given the reactants [C:1]([O:5][C:6]([NH:8][CH2:9][CH2:10][CH2:11][CH:12]([CH2:17][C:18]1[N:19]=[CH:20][N:21]2[C:30]3[C:25](=[CH:26][CH:27]=[CH:28][CH:29]=3)[CH2:24][CH2:23][C:22]=12)[C:13]([O:15][CH3:16])=[O:14])=[O:7])([CH3:4])([CH3:3])[CH3:2].[H-].[Na+].[CH3:33]I.O, predict the reaction product. The product is: [C:1]([O:5][C:6]([N:8]([CH3:33])[CH2:9][CH2:10][CH2:11][CH:12]([CH2:17][C:18]1[N:19]=[CH:20][N:21]2[C:30]3[C:25](=[CH:26][CH:27]=[CH:28][CH:29]=3)[CH2:24][CH2:23][C:22]=12)[C:13]([O:15][CH3:16])=[O:14])=[O:7])([CH3:4])([CH3:2])[CH3:3]. (7) Given the reactants [O:1]1[CH2:6][CH2:5][N:4]([C:7]2[S:8][N:9]=[C:10]3[CH:15]=[C:14](Br)[CH:13]=[N:12][C:11]=23)[CH2:3][CH2:2]1.[CH3:17][O:18][C:19]1[CH:24]=[CH:23][C:22](B(O)O)=[CH:21][CH:20]=1, predict the reaction product. The product is: [CH3:17][O:18][C:19]1[CH:24]=[CH:23][C:22]([C:14]2[CH:13]=[N:12][C:11]3=[C:7]([N:4]4[CH2:5][CH2:6][O:1][CH2:2][CH2:3]4)[S:8][N:9]=[C:10]3[CH:15]=2)=[CH:21][CH:20]=1. (8) Given the reactants Cl[C:2]1[CH:7]=[N:6][CH:5]=[C:4]([C:8]#[N:9])[N:3]=1.Cl.[C:11]([O:15][C:16](=[O:20])[CH2:17][NH:18][CH3:19])([CH3:14])([CH3:13])[CH3:12].C(N(CC)CC)C.CN(C=O)C, predict the reaction product. The product is: [CH3:19][N:18]([CH2:17][C:16]([O:15][C:11]([CH3:14])([CH3:13])[CH3:12])=[O:20])[C:2]1[CH:7]=[N:6][CH:5]=[C:4]([C:8]#[N:9])[N:3]=1.